Task: Regression. Given two drug SMILES strings and cell line genomic features, predict the synergy score measuring deviation from expected non-interaction effect.. Dataset: NCI-60 drug combinations with 297,098 pairs across 59 cell lines (1) Drug 1: CC12CCC3C(C1CCC2O)C(CC4=C3C=CC(=C4)O)CCCCCCCCCS(=O)CCCC(C(F)(F)F)(F)F. Drug 2: N.N.Cl[Pt+2]Cl. Cell line: M14. Synergy scores: CSS=34.7, Synergy_ZIP=-10.9, Synergy_Bliss=-4.52, Synergy_Loewe=-7.75, Synergy_HSA=-4.26. (2) Drug 1: C1=NC2=C(N=C(N=C2N1C3C(C(C(O3)CO)O)O)F)N. Drug 2: C(=O)(N)NO. Cell line: MCF7. Synergy scores: CSS=0.489, Synergy_ZIP=0.845, Synergy_Bliss=2.58, Synergy_Loewe=1.53, Synergy_HSA=0.719.